The task is: Predict which catalyst facilitates the given reaction.. This data is from Catalyst prediction with 721,799 reactions and 888 catalyst types from USPTO. Reactant: [CH3:1][N:2]([CH2:4][CH2:5][O:6][C:7]1[CH:8]=[C:9]([CH:11]=[CH:12][C:13]=1[Cl:14])[NH2:10])[CH3:3].[CH3:15][O:16][C:17]1[CH:18]=[C:19]([S:25](Cl)(=[O:27])=[O:26])[CH:20]=[CH:21][C:22]=1[O:23][CH3:24].C(OCC)C. Product: [Cl:14][C:13]1[CH:12]=[CH:11][C:9]([NH:10][S:25]([C:19]2[CH:20]=[CH:21][C:22]([O:23][CH3:24])=[C:17]([O:16][CH3:15])[CH:18]=2)(=[O:27])=[O:26])=[CH:8][C:7]=1[O:6][CH2:5][CH2:4][N:2]([CH3:1])[CH3:3]. The catalyst class is: 22.